This data is from Peptide-MHC class I binding affinity with 185,985 pairs from IEDB/IMGT. The task is: Regression. Given a peptide amino acid sequence and an MHC pseudo amino acid sequence, predict their binding affinity value. This is MHC class I binding data. (1) The peptide sequence is HVASGFIEAE. The MHC is Mamu-A2201 with pseudo-sequence Mamu-A2201. The binding affinity (normalized) is 0. (2) The peptide sequence is RAIMTTWTV. The MHC is HLA-A03:01 with pseudo-sequence HLA-A03:01. The binding affinity (normalized) is 0.0847. (3) The peptide sequence is DPSGAYFAW. The MHC is HLA-A02:01 with pseudo-sequence HLA-A02:01. The binding affinity (normalized) is 0.0847. (4) The binding affinity (normalized) is 0. The MHC is HLA-B07:02 with pseudo-sequence HLA-B07:02. The peptide sequence is MLNNSLYYM. (5) The peptide sequence is ITMYVAFEQ. The MHC is HLA-A80:01 with pseudo-sequence HLA-A80:01. The binding affinity (normalized) is 0.0847. (6) The peptide sequence is HMMKDEPVV. The MHC is HLA-A02:02 with pseudo-sequence HLA-A02:02. The binding affinity (normalized) is 0.453. (7) The MHC is HLA-A02:16 with pseudo-sequence HLA-A02:16. The peptide sequence is IMYDHLPGF. The binding affinity (normalized) is 0.0847.